From a dataset of HIV replication inhibition screening data with 41,000+ compounds from the AIDS Antiviral Screen. Binary Classification. Given a drug SMILES string, predict its activity (active/inactive) in a high-throughput screening assay against a specified biological target. (1) The molecule is O=C(NCCCN1CCN(CCCNC(=O)Nc2ccc(N=Nc3ccccc3)cc2)CC1)Nc1ccc(N=Nc2ccccc2)cc1. The result is 0 (inactive). (2) The compound is O=C(CCc1nnc2sc(=Cc3ccccc3Cl)c(=O)n12)Nc1cc(Cl)ccc1Cl. The result is 0 (inactive).